From a dataset of Full USPTO retrosynthesis dataset with 1.9M reactions from patents (1976-2016). Predict the reactants needed to synthesize the given product. (1) Given the product [Cl:31][C:21]1[C:22]([N:24]2[CH2:29][CH2:28][N:27]([CH3:30])[CH2:26][CH2:25]2)=[N:23][C:18]([NH:44][C:39]2[C:40]([O:42][CH3:43])=[N:41][C:36]([P:33]([CH3:32])([CH3:35])=[O:34])=[CH:37][CH:38]=2)=[N:19][CH:20]=1, predict the reactants needed to synthesize it. The reactants are: ClC1N=C(Cl)C(Cl)=CN=1.CN1CCNCC1.Cl[C:18]1[N:23]=[C:22]([N:24]2[CH2:29][CH2:28][N:27]([CH3:30])[CH2:26][CH2:25]2)[C:21]([Cl:31])=[CH:20][N:19]=1.[CH3:32][P:33]([C:36]1[N:41]=[C:40]([O:42][CH3:43])[C:39]([NH2:44])=[CH:38][CH:37]=1)([CH3:35])=[O:34]. (2) Given the product [O:1]1[CH2:6][CH2:5][CH:4]([CH:7]2[CH2:12][CH2:11][CH:10]([OH:13])[CH2:9][CH2:8]2)[CH2:3][CH2:2]1, predict the reactants needed to synthesize it. The reactants are: [O:1]1[CH2:6][CH2:5][CH:4]([C:7]2[CH:12]=[CH:11][C:10]([OH:13])=[CH:9][CH:8]=2)[CH2:3][CH2:2]1.C([O-])=O.[Na+]. (3) Given the product [N+:13]([C:7]1[CH:6]=[C:5]2[C:10]([CH2:11][C:2]([CH3:12])([CH3:1])[CH2:3][NH:4]2)=[CH:9][CH:8]=1)([O-:15])=[O:14], predict the reactants needed to synthesize it. The reactants are: [CH3:1][C:2]1([CH3:12])[CH2:11][C:10]2[C:5](=[CH:6][CH:7]=[CH:8][CH:9]=2)[NH:4][CH2:3]1.[N+:13]([O-])([OH:15])=[O:14]. (4) Given the product [N:6]1([S:10]([NH:13][C:47](=[O:48])[C:46]2[CH:50]=[C:42]([Cl:41])[C:43]([F:52])=[CH:44][C:45]=2[F:51])(=[O:12])=[O:11])[CH2:9][CH2:8][CH2:7]1, predict the reactants needed to synthesize it. The reactants are: CS(N)(=O)=O.[N:6]1([S:10]([NH2:13])(=[O:12])=[O:11])[CH2:9][CH2:8][CH2:7]1.C(C1(COC2C(C3CC3)=CC(C(O)=O)=C(F)C=2)C2CC3CC(CC1C3)C2)#N.[Cl:41][C:42]1[C:43]([F:52])=[CH:44][C:45]([F:51])=[C:46]([CH:50]=1)[C:47](O)=[O:48].